Dataset: Full USPTO retrosynthesis dataset with 1.9M reactions from patents (1976-2016). Task: Predict the reactants needed to synthesize the given product. (1) Given the product [Br:29][C:21]1[C:22]([C:25]([CH3:28])([CH3:27])[CH3:26])=[N:23][O:24][C:20]=1[NH:10][S:7]([C:1]1[CH:6]=[CH:5][CH:4]=[CH:3][CH:2]=1)(=[O:9])=[O:8], predict the reactants needed to synthesize it. The reactants are: [C:1]1([S:7]([N:10]([C:20]2[O:24][N:23]=[C:22]([C:25]([CH3:28])([CH3:27])[CH3:26])[C:21]=2[Br:29])S(C2C=CC=CC=2)(=O)=O)(=[O:9])=[O:8])[CH:6]=[CH:5][CH:4]=[CH:3][CH:2]=1.[OH-].[Na+]. (2) Given the product [C:34]([C@:13]([NH:12][C:10](=[O:11])[O:9][CH2:8][C:6]1[CH:7]=[C:2]([CH3:1])[N:3]=[C:4]([CH3:39])[CH:5]=1)([CH3:38])[CH2:14][C:15]1[CH:20]=[CH:19][C:18]([OH:21])=[CH:17][CH:16]=1)([OH:36])=[O:35], predict the reactants needed to synthesize it. The reactants are: [CH3:1][C:2]1[CH:7]=[C:6]([CH2:8][O:9][C:10]([NH:12][C@:13]([CH3:38])([C:34]([O:36]C)=[O:35])[CH2:14][C:15]2[CH:20]=[CH:19][C:18]([O:21]C(OCC3C=C(C)N=C(C)C=3)=O)=[CH:17][CH:16]=2)=[O:11])[CH:5]=[C:4]([CH3:39])[N:3]=1.[Li+].[OH-].Cl. (3) The reactants are: [NH2:1][C:2]1[C:6]([C:7]([O:9][CH3:10])=[O:8])=[CH:5][NH:4][N:3]=1.[F:11][C:12]([F:28])([F:27])[C:13](=O)[CH:14]([CH3:25])[C:15]([C:17]1[CH:22]=[CH:21][C:20]([O:23][CH3:24])=[CH:19][CH:18]=1)=O. Given the product [CH3:24][O:23][C:20]1[CH:19]=[CH:18][C:17]([C:15]2[C:14]([CH3:25])=[C:13]([C:12]([F:11])([F:28])[F:27])[N:3]3[N:4]=[CH:5][C:6]([C:7]([O:9][CH3:10])=[O:8])=[C:2]3[N:1]=2)=[CH:22][CH:21]=1, predict the reactants needed to synthesize it. (4) Given the product [C:20]([C:17]([C:13]1[CH:12]=[C:11]([CH:16]=[CH:15][N:14]=1)[C:10]([NH:9][C:4]1[CH:5]=[N:6][C:7]([CH3:8])=[C:2]([B:31]2[O:32][C:33]([CH3:35])([CH3:34])[C:29]([CH3:45])([CH3:28])[O:30]2)[CH:3]=1)=[O:22])([CH3:19])[CH3:18])#[N:21], predict the reactants needed to synthesize it. The reactants are: Br[C:2]1[CH:3]=[C:4]([NH:9][C:10](=[O:22])[C:11]2[CH:16]=[CH:15][N:14]=[C:13]([C:17]([C:20]#[N:21])([CH3:19])[CH3:18])[CH:12]=2)[CH:5]=[N:6][C:7]=1[CH3:8].C([O-])(=O)C.[K+].[CH3:28][C:29]1([CH3:45])[C:33]([CH3:35])([CH3:34])[O:32][B:31]([B:31]2[O:32][C:33]([CH3:35])([CH3:34])[C:29]([CH3:45])([CH3:28])[O:30]2)[O:30]1.